This data is from NCI-60 drug combinations with 297,098 pairs across 59 cell lines. The task is: Regression. Given two drug SMILES strings and cell line genomic features, predict the synergy score measuring deviation from expected non-interaction effect. Drug 1: COC1=CC(=CC(=C1O)OC)C2C3C(COC3=O)C(C4=CC5=C(C=C24)OCO5)OC6C(C(C7C(O6)COC(O7)C8=CC=CS8)O)O. Drug 2: C1=CC(=CC=C1CC(C(=O)O)N)N(CCCl)CCCl.Cl. Cell line: M14. Synergy scores: CSS=28.8, Synergy_ZIP=-5.40, Synergy_Bliss=1.27, Synergy_Loewe=-13.9, Synergy_HSA=-0.871.